From a dataset of Full USPTO retrosynthesis dataset with 1.9M reactions from patents (1976-2016). Predict the reactants needed to synthesize the given product. (1) Given the product [NH2:34][C:33]1[CH:32]=[C:27]([C:28]([F:31])([F:30])[F:29])[O:1][C:2]=1[C:3]([N:5]1[CH2:10][CH2:9][NH:8][C:7](=[O:11])[C:6]1([CH3:13])[CH3:12])=[O:4], predict the reactants needed to synthesize it. The reactants are: [OH:1][CH2:2][C:3]([N:5]1[CH2:10][CH2:9][NH:8][C:7](=[O:11])[C:6]1([CH3:13])[CH3:12])=[O:4].[H-].[Na+].CC1C=CC(S(O[C:27](=[CH:32][C:33]#[N:34])[C:28]([F:31])([F:30])[F:29])(=O)=O)=CC=1. (2) Given the product [N:1]([CH2:4][CH2:5][O:6][C:8](=[O:10])[NH:29][CH2:28][CH2:27][CH2:26][CH2:25][C@@H:24]([C:30]([OH:32])=[O:31])[NH:23][C:33](=[O:34])[O:35][C:36]([CH3:39])([CH3:38])[CH3:37])=[N+:2]=[N-:3], predict the reactants needed to synthesize it. The reactants are: [N:1]([CH2:4][CH2:5][OH:6])=[N+:2]=[N-:3].Cl[C:8](Cl)([O:10]C(=O)OC(Cl)(Cl)Cl)Cl.ClC([O-])=O.[NH:23]([C:33]([O:35][C:36]([CH3:39])([CH3:38])[CH3:37])=[O:34])[C@H:24]([C:30]([OH:32])=[O:31])[CH2:25][CH2:26][CH2:27][CH2:28][NH2:29].[OH-].[Na+].Cl. (3) Given the product [N:1]1[C:2]2[CH:6]=[CH:5][S:4][C:3]=2[C:7]([OH:9])=[N:11][C:12]=1[OH:13], predict the reactants needed to synthesize it. The reactants are: [NH2:1][C:2]1[CH:6]=[CH:5][S:4][C:3]=1[C:7]([O:9]C)=O.[NH2:11][C:12](N)=[O:13]. (4) The reactants are: [CH3:1][O:2][C:3]([C:5]1[CH:10]=[N:9][C:8]([CH2:11]C=O)=[CH:7][N:6]=1)=[O:4].O.C1(C)C=CC(S(O)(=O)=O)=CC=1.[CH:26]([O:31][CH3:32])([O:29][CH3:30])OC. Given the product [CH3:1][O:2][C:3]([C:5]1[CH:10]=[N:9][C:8]([CH2:11][CH:26]([O:29][CH3:30])[O:31][CH3:32])=[CH:7][N:6]=1)=[O:4], predict the reactants needed to synthesize it. (5) The reactants are: [CH3:1][O:2][C:3]1[CH:4]=[C:5]([C:15]([O:17]C)=[O:16])[C:6]([C:9]2[CH:14]=[CH:13][CH:12]=[CH:11][CH:10]=2)=[CH:7][CH:8]=1. Given the product [CH3:1][O:2][C:3]1[CH:4]=[C:5]([C:15]([OH:17])=[O:16])[C:6]([C:9]2[CH:14]=[CH:13][CH:12]=[CH:11][CH:10]=2)=[CH:7][CH:8]=1, predict the reactants needed to synthesize it. (6) Given the product [Br:10][C:11]1[S:15][C:14]([C:2]2[CH:7]=[CH:6][N:5]=[C:4]([S:8][CH3:9])[N:3]=2)=[CH:13][CH:12]=1, predict the reactants needed to synthesize it. The reactants are: I[C:2]1[CH:7]=[CH:6][N:5]=[C:4]([S:8][CH3:9])[N:3]=1.[Br:10][C:11]1[S:15][C:14]([Sn](CCCC)(CCCC)CCCC)=[CH:13][CH:12]=1. (7) The reactants are: [CH3:1][O:2][C:3]1[CH:14]=[CH:13][C:6]([CH2:7][C:8]2[N:12]=[CH:11][NH:10][N:9]=2)=[CH:5][CH:4]=1.[I:15]I. Given the product [I:15][C:14]1[CH:13]=[C:6]([CH:5]=[CH:4][C:3]=1[O:2][CH3:1])[CH2:7][C:8]1[N:12]=[CH:11][NH:10][N:9]=1, predict the reactants needed to synthesize it. (8) Given the product [NH2:13][CH:14]1[CH2:19][CH2:18][CH2:17][CH:16]([NH:20][C:21]([C:23]2[C:27]([CH3:28])=[C:26]([C:29]3[CH:30]=[CH:31][C:32]([OH:35])=[CH:33][CH:34]=3)[N:25]([C:43]3[CH:48]=[CH:47][C:46]([Cl:49])=[CH:45][C:44]=3[Cl:50])[N:24]=2)=[O:22])[CH2:15]1, predict the reactants needed to synthesize it. The reactants are: CSC.B(F)(F)F.CCOCC.[NH2:13][CH:14]1[CH2:19][CH2:18][CH2:17][CH:16]([NH:20][C:21]([C:23]2[C:27]([CH3:28])=[C:26]([C:29]3[CH:34]=[CH:33][C:32]([O:35]CC4C=CC=CC=4)=[CH:31][CH:30]=3)[N:25]([C:43]3[CH:48]=[CH:47][C:46]([Cl:49])=[CH:45][C:44]=3[Cl:50])[N:24]=2)=[O:22])[CH2:15]1.O. (9) Given the product [C:1]([O:5][C:6]([N:8]1[CH2:12][CH2:11][CH2:10][CH:9]1[C:13](=[O:33])[NH:14][C:15]1[CH:20]=[CH:19][C:18]([C:21]2[CH:22]=[CH:23][CH:24]=[CH:25][C:26]=2[S:36]([CH3:40])(=[O:38])=[O:35])=[CH:17][C:16]=1[C:29]([F:30])([F:31])[F:32])=[O:7])([CH3:2])([CH3:3])[CH3:4], predict the reactants needed to synthesize it. The reactants are: [C:1]([O:5][C:6]([N:8]1[CH2:12][CH2:11][CH2:10][CH:9]1[C:13](=[O:33])[NH:14][C:15]1[CH:20]=[CH:19][C:18]([C:21]2[CH:26]=[CH:25][CH:24]=[CH:23][C:22]=2SC)=[CH:17][C:16]=1[C:29]([F:32])([F:31])[F:30])=[O:7])([CH3:4])([CH3:3])[CH3:2].O[O:35][S:36]([O-:38])=O.[K+].[C:40](#N)C. (10) Given the product [NH2:21][CH:4]([C:3]1[CH:6]=[CH:7][CH:8]=[CH:9][C:2]=1[Cl:1])[CH2:11][C:10]([OH:16])=[O:15], predict the reactants needed to synthesize it. The reactants are: [Cl:1][C:2]1[CH:9]=[CH:8][CH:7]=[CH:6][C:3]=1[CH:4]=O.[C:10]([OH:16])(=[O:15])[CH2:11]C(O)=O.C([O-])(=O)C.[NH4+:21].